This data is from Full USPTO retrosynthesis dataset with 1.9M reactions from patents (1976-2016). The task is: Predict the reactants needed to synthesize the given product. (1) Given the product [NH2:42][C:43]1[C:48]2[CH2:49][C:51]([CH3:50])([CH3:2])[O:52][C:47]=2[C:46]([C:53]([N:55]2[CH:59]=[CH:58][N:57]=[CH:56]2)=[O:54])=[CH:45][C:44]=1[Cl:60], predict the reactants needed to synthesize it. The reactants are: N[C:2]1C2CCOC=2C(C(N2C=CN=C2)=O)=CC=1Cl.ClC1C=C(C(N2C=CN=C2)=O)C2C(C=1NC(=O)C)=NCCCN=2.[NH2:42][C:43]1[C:48]2[CH2:49][CH2:50][CH2:51][O:52][C:47]=2[C:46]([C:53]([N:55]2[CH:59]=[CH:58][N:57]=[CH:56]2)=[O:54])=[CH:45][C:44]=1[Cl:60]. (2) Given the product [C:46]([O:45][C:44](=[O:50])[NH:43][CH2:42][CH2:41][N:22]([CH2:21][C@@H:13]1[C@@H:14]2[C@@H:15]([O:16][C:17]([CH3:19])([CH3:20])[O:18]2)[C@H:11]([N:6]2[CH:5]=[N:4][C:3]3[C:7]2=[N:8][CH:9]=[N:10][C:2]=3[NH2:1])[O:12]1)[CH2:23][CH2:24][CH2:25][NH:26][C:27]([NH:29][C:30]1[CH:35]=[CH:34][C:33]([C:36]([CH3:39])([CH3:38])[CH3:37])=[CH:32][CH:31]=1)=[O:28])([CH3:49])([CH3:48])[CH3:47], predict the reactants needed to synthesize it. The reactants are: [NH2:1][C:2]1[N:10]=[CH:9][N:8]=[C:7]2[C:3]=1[N:4]=[CH:5][N:6]2[C@H:11]1[C@@H:15]2[O:16][C:17]([CH3:20])([CH3:19])[O:18][C@@H:14]2[C@@H:13]([CH2:21][NH:22][CH2:23][CH2:24][CH2:25][NH:26][C:27]([NH:29][C:30]2[CH:35]=[CH:34][C:33]([C:36]([CH3:39])([CH3:38])[CH3:37])=[CH:32][CH:31]=2)=[O:28])[O:12]1.O=[CH:41][CH2:42][NH:43][C:44](=[O:50])[O:45][C:46]([CH3:49])([CH3:48])[CH3:47].[BH-](OC(C)=O)(OC(C)=O)OC(C)=O.[Na+].